This data is from Catalyst prediction with 721,799 reactions and 888 catalyst types from USPTO. The task is: Predict which catalyst facilitates the given reaction. (1) Reactant: [CH2:1]=[C:2]1[O:6][C:4](=[O:5])[CH2:3]1.Cl.C(O[C:11](=O)[CH2:12][NH2:13])C.[C:15]([O-:18])(O)=[O:16].[Na+].[C:20]1(C)C=CC=CC=1. Product: [C:15]([O:18][CH2:11][CH2:12][NH:13][C:4](=[O:5])[CH2:3][C:2](=[O:6])[CH3:1])(=[O:16])[CH3:20]. The catalyst class is: 27. (2) Reactant: [CH2:1]([C:5]1[CH:20]=[CH:19][C:8]([CH:9]=[CH:10][C:11]2[CH:18]=[CH:17][C:14]([CH2:15]O)=[CH:13][CH:12]=2)=[CH:7][CH:6]=1)[CH:2]([CH3:4])[CH3:3].P(Br)(Br)[Br:22]. Product: [CH2:1]([C:5]1[CH:20]=[CH:19][C:8]([CH:9]=[CH:10][C:11]2[CH:18]=[CH:17][C:14]([CH2:15][Br:22])=[CH:13][CH:12]=2)=[CH:7][CH:6]=1)[CH:2]([CH3:4])[CH3:3]. The catalyst class is: 48. (3) Reactant: [N+:1]([C:4]1[CH:12]=[C:11]2[C:7]([CH2:8][CH2:9][CH2:10]2)=[CH:6][C:5]=1[NH:13]C(=O)C)([O-:3])=[O:2].[CH]Cl. Product: [N+:1]([C:4]1[CH:12]=[C:11]2[C:7]([CH2:8][CH2:9][CH2:10]2)=[CH:6][C:5]=1[NH2:13])([O-:3])=[O:2]. The catalyst class is: 88. (4) Reactant: [N+](=[C:3]([C:8]1[C:16]2[C:11](=[CH:12][CH:13]=[CH:14][CH:15]=2)[N:10]([C:17]([O:19][C:20]([CH3:23])([CH3:22])[CH3:21])=[O:18])[CH:9]=1)[C:4]([O:6][CH3:7])=[O:5])=[N-].[CH3:24][O:25][C:26]1[O:27][CH:28]=[CH:29][CH:30]=1. Product: [C:20]([O:19][C:17]([N:10]1[C:11]2[C:16](=[CH:15][CH:14]=[CH:13][CH:12]=2)[C:8](/[C:3](=[CH:28]\[CH:29]=[CH:30]/[C:26]([O:25][CH3:24])=[O:27])/[C:4]([O:6][CH3:7])=[O:5])=[CH:9]1)=[O:18])([CH3:23])([CH3:22])[CH3:21]. The catalyst class is: 81. (5) Reactant: [Si]([O:8][CH2:9][C:10]1[C:11]([NH:22][C:23]2[CH:27]=[C:26]([CH:28]3[CH2:30][CH2:29]3)[NH:25][N:24]=2)=[N:12][C:13]([C:16]2[CH:21]=[CH:20][CH:19]=[CH:18][CH:17]=2)=[N:14][CH:15]=1)(C(C)(C)C)(C)C.CCCC[N+](CCCC)(CCCC)CCCC.[F-]. Product: [CH:28]1([C:26]2[NH:25][N:24]=[C:23]([NH:22][C:11]3[C:10]([CH2:9][OH:8])=[CH:15][N:14]=[C:13]([C:16]4[CH:21]=[CH:20][CH:19]=[CH:18][CH:17]=4)[N:12]=3)[CH:27]=2)[CH2:29][CH2:30]1. The catalyst class is: 1. (6) Product: [F:1][C:2]1[CH:22]=[CH:21][CH:20]=[CH:19][C:3]=1[CH2:4][C:5]1[N:9]2[CH:10]=[CH:11][CH:12]=[CH:13][C:8]2=[C:7]([C:14]([NH2:23])=[O:15])[N:6]=1. Reactant: [F:1][C:2]1[CH:22]=[CH:21][CH:20]=[CH:19][C:3]=1[CH2:4][C:5]1[N:9]2[CH:10]=[CH:11][CH:12]=[CH:13][C:8]2=[C:7]([C:14](OCC)=[O:15])[N:6]=1.[NH4+:23].CO. The catalyst class is: 6. (7) Reactant: [Cl:1][C:2]1[C:7]([Cl:8])=[C:6]([S:9](=[O:18])(=[O:17])[NH:10][C@@H:11]([CH3:16])[C:12]([F:15])([F:14])[F:13])[CH:5]=[CH:4][C:3]=1[C:19]1[S:23][C:22]([C:24]2[O:28][C:27]([CH2:29][C:30]([CH3:36])([CH3:35])[C:31]([O:33]C)=[O:32])=[N:26][N:25]=2)=[N:21][C:20]=1[C:37](=[O:43])[N:38]([CH2:41][CH3:42])[CH2:39][CH3:40].O[Li].O.O. Product: [Cl:1][C:2]1[C:7]([Cl:8])=[C:6]([S:9](=[O:18])(=[O:17])[NH:10][C@@H:11]([CH3:16])[C:12]([F:13])([F:15])[F:14])[CH:5]=[CH:4][C:3]=1[C:19]1[S:23][C:22]([C:24]2[O:28][C:27]([CH2:29][C:30]([CH3:35])([CH3:36])[C:31]([OH:33])=[O:32])=[N:26][N:25]=2)=[N:21][C:20]=1[C:37](=[O:43])[N:38]([CH2:41][CH3:42])[CH2:39][CH3:40]. The catalyst class is: 5. (8) Reactant: C([O:3][C:4]([C:6]1([C:11]2[CH:16]=[C:15]([O:17][CH2:18][C:19]([F:22])([F:21])[F:20])[C:14]([C:23]3[CH:28]=[CH:27][C:26]([C:29]([F:32])([F:31])[F:30])=[CH:25][CH:24]=3)=[C:13]([Cl:33])[CH:12]=2)[CH2:10][CH2:9][CH2:8][CH2:7]1)=[O:5])C.[Li+].[OH-]. Product: [Cl:33][C:13]1[CH:12]=[C:11]([C:6]2([C:4]([OH:5])=[O:3])[CH2:7][CH2:8][CH2:9][CH2:10]2)[CH:16]=[C:15]([O:17][CH2:18][C:19]([F:21])([F:22])[F:20])[C:14]=1[C:23]1[CH:24]=[CH:25][C:26]([C:29]([F:30])([F:31])[F:32])=[CH:27][CH:28]=1. The catalyst class is: 200.